From a dataset of Reaction yield outcomes from USPTO patents with 853,638 reactions. Predict the reaction yield, written as a fraction of the theoretical maximum amount of product (1.0 means a 100% yield; for example, 0.34 means a 34% yield). The reactants are [Cl:1][C:2]1[C:3]([O:12][C:13]2[CH:18]=[C:17]([OH:19])[CH:16]=[CH:15][C:14]=2/[CH:20]=[CH:21]/[C:22]([O:24][CH2:25][CH3:26])=[O:23])=[N:4][CH:5]=[C:6]([C:8]([F:11])([F:10])[F:9])[CH:7]=1.Br[CH2:28][CH2:29][C:30]1([CH3:35])[O:34][CH2:33][CH2:32][O:31]1.C(=O)([O-])[O-].[K+].[K+].[I-].[Na+]. The catalyst is O.CN(C)C=O. The product is [Cl:1][C:2]1[C:3]([O:12][C:13]2[CH:18]=[C:17]([O:19][CH2:28][CH2:29][C:30]3([CH3:35])[O:34][CH2:33][CH2:32][O:31]3)[CH:16]=[CH:15][C:14]=2/[CH:20]=[CH:21]/[C:22]([O:24][CH2:25][CH3:26])=[O:23])=[N:4][CH:5]=[C:6]([C:8]([F:9])([F:11])[F:10])[CH:7]=1. The yield is 0.740.